Dataset: Full USPTO retrosynthesis dataset with 1.9M reactions from patents (1976-2016). Task: Predict the reactants needed to synthesize the given product. (1) Given the product [C:1]([C@H:5]1[C:40](=[O:41])[N:39]2[CH2:42][C@@H:36]([CH2:37][C@H:38]2[C:43]([NH:45][C@:46]2([C:51](=[O:52])[NH:61][S:60](=[O:63])(=[O:62])[N:59]([CH3:64])[CH3:58])[CH2:48][C@H:47]2[CH:49]=[CH2:50])=[O:44])[O:35][C:17]2=[N:18][C:19]3[CH:20]=[CH:21][CH:22]=[CH:23][C:24]=3[C:25]([O:26][CH2:27][CH2:28][N:29]3[CH2:30][CH2:31][O:32][CH2:33][CH2:34]3)=[C:16]2[CH2:15][CH2:14][CH2:13][CH2:12][CH2:11][C@@H:10]2[CH2:54][CH2:55][CH2:56][C@H:9]2[O:8][C:7](=[O:57])[NH:6]1)([CH3:2])([CH3:3])[CH3:4], predict the reactants needed to synthesize it. The reactants are: [C:1]([C@H:5]1[C:40](=[O:41])[N:39]2[CH2:42][C@@H:36]([CH2:37][C@H:38]2[C:43]([NH:45][C@:46]2([C:51](O)=[O:52])[CH2:48][C@H:47]2[CH:49]=[CH2:50])=[O:44])[O:35][C:17]2=[N:18][C:19]3[CH:20]=[CH:21][CH:22]=[CH:23][C:24]=3[C:25]([O:26][CH2:27][CH2:28][N:29]3[CH2:34][CH2:33][O:32][CH2:31][CH2:30]3)=[C:16]2[CH2:15][CH2:14][CH2:13][CH2:12][CH2:11][C@@H:10]2[CH2:54][CH2:55][CH2:56][C@H:9]2[O:8][C:7](=[O:57])[NH:6]1)([CH3:4])([CH3:3])[CH3:2].[CH3:58][N:59]([CH3:64])[S:60](=[O:63])(=[O:62])[NH2:61].CCN(C(C)C)C(C)C.C1CCN2C(=NCCC2)CC1.CN(C(ON1N=NC2C=CC=NC1=2)=[N+](C)C)C.F[P-](F)(F)(F)(F)F. (2) Given the product [F:28][C:29]([F:48])([F:47])[C@H:30]([O:37][C:38]([C:39]1[CH:44]=[CH:43][C:42]([O:24][C:23]([C:20]2[CH:19]=[CH:18][C:17]([C:14]3[CH:15]=[CH:16][C:11]([O:10][CH2:9][CH2:8][CH2:7][CH2:6][O:5][CH2:1][CH2:2][CH2:3][CH2:4][CH3:49])=[C:12]([F:27])[C:13]=3[F:26])=[CH:22][CH:21]=2)=[O:25])=[CH:41][CH:40]=1)=[O:46])[CH2:31][CH2:32][CH2:33][CH2:34][CH2:35][CH3:36], predict the reactants needed to synthesize it. The reactants are: [CH2:1]([O:5][CH2:6][CH2:7][CH2:8][CH2:9][O:10][C:11]1[CH:16]=[CH:15][C:14]([C:17]2[CH:22]=[CH:21][C:20]([C:23]([OH:25])=[O:24])=[CH:19][CH:18]=2)=[C:13]([F:26])[C:12]=1[F:27])[CH2:2][CH2:3][CH3:4].[F:28][C:29]([F:48])([F:47])[C@H:30]([O:37][C:38](=[O:46])[C:39]1[CH:44]=[CH:43][C:42](O)=[CH:41][CH:40]=1)[CH2:31][CH2:32][CH2:33][CH2:34][CH2:35][CH3:36].[CH3:49]N(C1C=CC=CN=1)C. (3) Given the product [CH3:22][N:23]([CH3:28])[CH2:24][CH2:25][CH2:26][O:1][C:2]1[CH:7]=[N:6][C:5]([C:8]2[CH:9]=[C:10]([C:14](=[O:16])[CH3:15])[CH:11]=[CH:12][CH:13]=2)=[N:4][CH:3]=1, predict the reactants needed to synthesize it. The reactants are: [OH:1][C:2]1[CH:3]=[N:4][C:5]([C:8]2[CH:9]=[C:10]([C:14](=[O:16])[CH3:15])[CH:11]=[CH:12][CH:13]=2)=[N:6][CH:7]=1.N#N.[Cl-].[Cl-].[Ca+2].[CH3:22][N:23]([CH3:28])[CH2:24][CH2:25][CH2:26]O.C1(P(C2C=CC=CC=2)C2C=CC=CC=2)C=CC=CC=1.N(C(OC(C)(C)C)=O)=NC(OC(C)(C)C)=O. (4) Given the product [Br:1][C:2]1[CH:7]=[CH:6][C:5]2[NH:8][C:9](=[O:12])[CH2:10][N:11]=[C:13]([C:15]3[CH:20]=[CH:19][CH:18]=[CH:17][C:16]=3[F:21])[C:4]=2[CH:3]=1, predict the reactants needed to synthesize it. The reactants are: [Br:1][C:2]1[CH:7]=[CH:6][C:5]([NH:8][C:9](=[O:12])[CH2:10][NH2:11])=[C:4]([C:13]([C:15]2[CH:20]=[CH:19][CH:18]=[CH:17][C:16]=2[F:21])=O)[CH:3]=1.C(O)C. (5) Given the product [N:1]1([C:13]2[CH:20]=[CH:19][C:16]([CH:17]=[O:18])=[CH:15][C:14]=2[O:21][CH3:22])[CH:5]=[CH:4][N:3]=[CH:2]1, predict the reactants needed to synthesize it. The reactants are: [NH:1]1[CH:5]=[CH:4][N:3]=[CH:2]1.C(=O)([O-])[O-].[K+].[K+].F[C:13]1[CH:20]=[CH:19][C:16]([CH:17]=[O:18])=[CH:15][C:14]=1[O:21][CH3:22].O.